This data is from Ames mutagenicity test results for genotoxicity prediction. The task is: Regression/Classification. Given a drug SMILES string, predict its toxicity properties. Task type varies by dataset: regression for continuous values (e.g., LD50, hERG inhibition percentage) or binary classification for toxic/non-toxic outcomes (e.g., AMES mutagenicity, cardiotoxicity, hepatotoxicity). Dataset: ames. (1) The molecule is Cc1cccc([N+](=O)[O-])c1[N+](=O)[O-]. The result is 1 (mutagenic). (2) The drug is O=Cc1ccc(C(=O)ON(OCc2ccccc2)C(=O)c2ccccc2)cc1. The result is 1 (mutagenic). (3) The result is 0 (non-mutagenic). The molecule is CC(=O)CC(=O)Nc1ccccc1. (4) The molecule is Nc1ccc(/C=C/c2ccccc2)cc1. The result is 1 (mutagenic). (5) The molecule is CCN(Cc1cccc(S(=O)(=O)O)c1)c1ccc(C(=C2C=CC(=[N+](CC)Cc3cccc(S(=O)(=O)O)c3)C=C2)c2ccccc2S(=O)(=O)O)cc1. The result is 1 (mutagenic). (6) The drug is C=CCCCCC1CO1. The result is 1 (mutagenic).